This data is from Forward reaction prediction with 1.9M reactions from USPTO patents (1976-2016). The task is: Predict the product of the given reaction. (1) Given the reactants C([O:8][C:9]1[C:10](=[O:73])[N:11]([CH3:72])[C:12]([CH3:71])=[N:13][C:14]=1[C:15]([NH:17][CH2:18][CH2:19][N:20]([CH2:49][CH2:50][NH:51][C:52]([C:54]1[N:59]=[C:58]([CH3:60])[N:57]([CH3:61])[C:56](=[O:62])[C:55]=1[O:63]CC1C=CC=CC=1)=[O:53])[CH2:21][CH:22]([NH:29][C:30]([C:32]1[N:37]=[C:36]([CH3:38])[N:35]([CH3:39])[C:34](=[O:40])[C:33]=1[O:41]CC1C=CC=CC=1)=[O:31])[CH2:23][CH2:24][CH2:25][C:26]([OH:28])=[O:27])=[O:16])C1C=CC=CC=1.Cl, predict the reaction product. The product is: [OH:63][C:55]1[C:56](=[O:62])[N:57]([CH3:61])[C:58]([CH3:60])=[N:59][C:54]=1[C:52]([NH:51][CH2:50][CH2:49][N:20]([CH2:19][CH2:18][NH:17][C:15]([C:14]1[N:13]=[C:12]([CH3:71])[N:11]([CH3:72])[C:10](=[O:73])[C:9]=1[OH:8])=[O:16])[CH2:21][CH:22]([NH:29][C:30]([C:32]1[N:37]=[C:36]([CH3:38])[N:35]([CH3:39])[C:34](=[O:40])[C:33]=1[OH:41])=[O:31])[CH2:23][CH2:24][CH2:25][C:26]([OH:28])=[O:27])=[O:53]. (2) Given the reactants [NH:1]1[CH2:6][CH2:5][CH:4]([CH2:7][CH2:8][C:9]([OH:11])=[O:10])[CH2:3][CH2:2]1.[OH-].[Ca+2:13].[OH-].C(#N)C.Cl[C:19]([O:21][CH2:22][C:23]1[CH:28]=[CH:27][CH:26]=[CH:25][CH:24]=1)=[O:20], predict the reaction product. The product is: [Ca+2:13].[CH2:22]([O:21][C:19]([N:1]1[CH2:6][CH2:5][CH:4]([CH2:7][CH2:8][C:9]([O-:11])=[O:10])[CH2:3][CH2:2]1)=[O:20])[C:23]1[CH:28]=[CH:27][CH:26]=[CH:25][CH:24]=1.[CH2:22]([O:21][C:19]([N:1]1[CH2:6][CH2:5][CH:4]([CH2:7][CH2:8][C:9]([O-:11])=[O:10])[CH2:3][CH2:2]1)=[O:20])[C:23]1[CH:28]=[CH:27][CH:26]=[CH:25][CH:24]=1. (3) Given the reactants [F:1][C:2]1[CH:3]=[C:4]([C:11](=O)[CH2:12][C:13]([O:15]C)=O)[CH:5]=[C:6]([F:10])[C:7]=1[S:8][CH3:9].[CH3:18][NH:19][NH2:20], predict the reaction product. The product is: [F:1][C:2]1[CH:3]=[C:4]([C:11]2[CH2:12][C:13](=[O:15])[N:19]([CH3:18])[N:20]=2)[CH:5]=[C:6]([F:10])[C:7]=1[S:8][CH3:9]. (4) Given the reactants [NH2:1][C:2]1[CH:7]=[CH:6][CH:5]=[CH:4][C:3]=1[CH:8]([NH:24][C:25]1[CH:30]=[CH:29][CH:28]=[CH:27][N:26]=1)[CH:9]([C:18]1[CH:23]=[CH:22][CH:21]=[CH:20][N:19]=1)[CH:10]([C:12]1[CH:17]=[CH:16][CH:15]=[CH:14][CH:13]=1)[OH:11].[C:31](O)(=[O:39])[CH2:32][CH2:33][CH2:34][CH2:35][C:36]([OH:38])=[O:37].C1(N=C=NC2CCCCC2)CCCCC1.N1(O)C2C=CC=CC=2N=N1, predict the reaction product. The product is: [OH:11][CH:10]([C:12]1[CH:17]=[CH:16][CH:15]=[CH:14][CH:13]=1)[CH:9]([C:18]1[CH:23]=[CH:22][CH:21]=[CH:20][N:19]=1)[CH:8]([C:3]1[CH:4]=[CH:5][CH:6]=[CH:7][C:2]=1[NH:1][C:31]([CH2:32][CH2:33][CH2:34][CH2:35][C:36]([OH:38])=[O:37])=[O:39])[NH:24][C:25]1[CH:30]=[CH:29][CH:28]=[CH:27][N:26]=1. (5) Given the reactants [Cl:1][C:2]1[CH:27]=[CH:26][C:5]2=[N:6][N:7]([C:9]3[CH:10]=[C:11]([CH:18]=[C:19]([C:22]([CH3:25])([CH3:24])[CH3:23])[C:20]=3[OH:21])[CH2:12][CH2:13][C:14]([O:16][CH3:17])=[O:15])[N:8]=[C:4]2[CH:3]=1.[CH3:28][N:29]1[C:34]([CH3:36])([CH3:35])[CH2:33]C(O)[CH2:31][C:30]1([CH3:39])[CH3:38], predict the reaction product. The product is: [Cl:1][C:2]1[CH:27]=[CH:26][C:5]2=[N:6][N:7]([C:9]3[CH:10]=[C:11]([CH:18]=[C:19]([C:22]([CH3:23])([CH3:24])[CH3:25])[C:20]=3[OH:21])[CH2:12][CH2:13][C:14]([O:16][CH:17]3[CH2:33][C:34]([CH3:36])([CH3:35])[N:29]([CH3:28])[C:30]([CH3:39])([CH3:38])[CH2:31]3)=[O:15])[N:8]=[C:4]2[CH:3]=1.